This data is from Reaction yield outcomes from USPTO patents with 853,638 reactions. The task is: Predict the reaction yield, written as a fraction of the theoretical maximum amount of product (1.0 means a 100% yield; for example, 0.34 means a 34% yield). The reactants are [CH3:1][O:2][C:3]1[CH:8]=[CH:7][C:6]([CH:9]([C:11]2[O:12][C:13]([C:16]3[CH:21]=[CH:20][CH:19]=[CH:18][CH:17]=3)=[CH:14][CH:15]=2)O)=[CH:5][CH:4]=1.C([SiH](CC)CC)C. No catalyst specified. The product is [CH3:1][O:2][C:3]1[CH:4]=[CH:5][C:6]([CH2:9][C:11]2[O:12][C:13]([C:16]3[CH:21]=[CH:20][CH:19]=[CH:18][CH:17]=3)=[CH:14][CH:15]=2)=[CH:7][CH:8]=1. The yield is 0.990.